Predict the reaction yield, written as a fraction of the theoretical maximum amount of product (1.0 means a 100% yield; for example, 0.34 means a 34% yield). From a dataset of Reaction yield outcomes from USPTO patents with 853,638 reactions. (1) The reactants are [CH2:1]([O:3][C:4](=[O:31])[CH2:5][N:6]1[C:14]2[CH2:13][CH2:12][CH2:11][C@@H:10]([N:15]([S:17]([C:20]3[CH:25]=[C:24]([C:26]([F:29])([F:28])[F:27])[CH:23]=[C:22](Br)[CH:21]=3)(=[O:19])=[O:18])[CH3:16])[C:9]=2[CH:8]=[N:7]1)[CH3:2].C1([As](C2C=CC=CC=2)C2C=CC=CC=2)C=CC=CC=1.[CH2:51]([O:53]C([Sn](CCCC)(CCCC)CCCC)=C)[CH3:52].Cl. The catalyst is CN(C)C=O.C1C=CC(/C=C/C(/C=C/C2C=CC=CC=2)=O)=CC=1.C1C=CC(/C=C/C(/C=C/C2C=CC=CC=2)=O)=CC=1.C1C=CC(/C=C/C(/C=C/C2C=CC=CC=2)=O)=CC=1.[Pd].[Pd].O. The product is [CH2:1]([O:3][C:4](=[O:31])[CH2:5][N:6]1[C:14]2[CH2:13][CH2:12][CH2:11][C@@H:10]([N:15]([S:17]([C:20]3[CH:25]=[C:24]([C:26]([F:29])([F:28])[F:27])[CH:23]=[C:22]([C:51](=[O:53])[CH3:52])[CH:21]=3)(=[O:19])=[O:18])[CH3:16])[C:9]=2[CH:8]=[N:7]1)[CH3:2]. The yield is 0.864. (2) The reactants are [CH2:1]([O:8][C:9]([N:11]1[CH2:15][C:14](=[O:16])[N:13]=[C:12]1[NH2:17])=[O:10])[C:2]1[CH:7]=[CH:6][CH:5]=[CH:4][CH:3]=1.[CH3:18][O:19][C:20]1[CH:27]=[CH:26][C:23](CCl)=[CH:22][CH:21]=1.[CH3:28]CN(C(C)C)C(C)C. The catalyst is C(#N)C. The product is [CH2:1]([O:8][C:9]([N:11]1[CH2:15][C:14](=[O:16])[N:13]=[C:12]1[NH:17][CH2:28][C:27]1[CH:26]=[CH:23][CH:22]=[CH:21][C:20]=1[O:19][CH3:18])=[O:10])[C:2]1[CH:7]=[CH:6][CH:5]=[CH:4][CH:3]=1. The yield is 0.425. (3) The reactants are O[C@@H:2]([C:12]1[CH:17]=[CH:16][CH:15]=[CH:14][CH:13]=1)[C@H:3]([N:5]1[C:9]([CH3:10])=[CH:8][CH:7]=[C:6]1[CH3:11])[CH3:4].C1CCN2C(=NCCC2)CC1.[F:29]C(F)(S(F)(=O)=O)C(F)(F)C(F)(F)C(F)(F)F. The catalyst is C1(C)C=CC=CC=1. The product is [F:29][C@H:2]([C:12]1[CH:17]=[CH:16][CH:15]=[CH:14][CH:13]=1)[C@H:3]([N:5]1[C:9]([CH3:10])=[CH:8][CH:7]=[C:6]1[CH3:11])[CH3:4]. The yield is 0.270.